From a dataset of Full USPTO retrosynthesis dataset with 1.9M reactions from patents (1976-2016). Predict the reactants needed to synthesize the given product. (1) The reactants are: C([O:3][C:4](=[O:35])[CH2:5][C:6]1[C:7]([CH3:34])=[C:8]([S:18][C:19]2[CH:24]=[CH:23][C:22]([S:25]([N:28]3[CH2:33][CH2:32][NH:31][CH2:30][CH2:29]3)(=[O:27])=[O:26])=[CH:21][CH:20]=2)[N:9]2[C:14]=1[CH:13]=[C:12]([Cl:15])[C:11]([C:16]#[N:17])=[CH:10]2)C.[OH-].[Li+]. Given the product [Cl:15][C:12]1[C:11]([C:16]#[N:17])=[CH:10][N:9]2[C:14]([CH:13]=1)=[C:6]([CH2:5][C:4]([OH:35])=[O:3])[C:7]([CH3:34])=[C:8]2[S:18][C:19]1[CH:20]=[CH:21][C:22]([S:25]([N:28]2[CH2:29][CH2:30][NH:31][CH2:32][CH2:33]2)(=[O:27])=[O:26])=[CH:23][CH:24]=1, predict the reactants needed to synthesize it. (2) The reactants are: [Cl:1][C:2]1[CH:3]=[C:4]([N:38]2[CH2:43][CH2:42][O:41][CH2:40][CH2:39]2)[C:5]2[N:6]([C:8]([C:24]3[CH:36]=[CH:35][C:27]([C:28]([O:30]C(C)(C)C)=[O:29])=[C:26]([F:37])[CH:25]=3)=[C:9]([C@@H:11]3[CH2:13][C@@H:12]3[C:14]3[CH:23]=[CH:22][C:21]4[C:16](=[CH:17][CH:18]=[CH:19][CH:20]=4)[N:15]=3)[N:10]=2)[N:7]=1.[C:44]([OH:50])([C:46]([F:49])([F:48])[F:47])=[O:45]. Given the product [F:47][C:46]([F:49])([F:48])[C:44]([OH:50])=[O:45].[Cl:1][C:2]1[CH:3]=[C:4]([N:38]2[CH2:43][CH2:42][O:41][CH2:40][CH2:39]2)[C:5]2[N:6]([C:8]([C:24]3[CH:36]=[CH:35][C:27]([C:28]([OH:30])=[O:29])=[C:26]([F:37])[CH:25]=3)=[C:9]([C@@H:11]3[CH2:13][C@@H:12]3[C:14]3[CH:23]=[CH:22][C:21]4[C:16](=[CH:17][CH:18]=[CH:19][CH:20]=4)[N:15]=3)[N:10]=2)[N:7]=1, predict the reactants needed to synthesize it.